Task: Predict the reactants needed to synthesize the given product.. Dataset: Full USPTO retrosynthesis dataset with 1.9M reactions from patents (1976-2016) Given the product [F:27][C:22]1[CH:21]=[C:20]([N:4]2[C:5]3[C:10](=[C:9]([O:11][CH2:12][C:13]4[CH:18]=[CH:17][CH:16]=[CH:15][CH:14]=4)[CH:8]=[CH:7][CH:6]=3)[C:2]([CH3:1])=[CH:3]2)[CH:25]=[CH:24][C:23]=1[OH:26], predict the reactants needed to synthesize it. The reactants are: [CH3:1][C:2]1[C:10]2[C:5](=[CH:6][CH:7]=[CH:8][C:9]=2[O:11][CH2:12][C:13]2[CH:18]=[CH:17][CH:16]=[CH:15][CH:14]=2)[NH:4][CH:3]=1.Br[C:20]1[CH:25]=[CH:24][C:23]([OH:26])=[C:22]([F:27])[CH:21]=1.C(=O)([O-])[O-].[K+].[K+].